Predict the product of the given reaction. From a dataset of Forward reaction prediction with 1.9M reactions from USPTO patents (1976-2016). (1) Given the reactants [CH3:1][O:2][C:3]1[CH:29]=[CH:28][C:6]([CH2:7][N:8]2[C:12]3[N:13]=[CH:14][C:15]4[CH2:16][N:17](C(OC(C)(C)C)=O)[CH2:18][CH2:19][C:20]=4[C:11]=3[CH:10]=[N:9]2)=[CH:5][CH:4]=1.FC(F)(F)C(O)=O, predict the reaction product. The product is: [CH3:1][O:2][C:3]1[CH:4]=[CH:5][C:6]([CH2:7][N:8]2[C:12]3[N:13]=[CH:14][C:15]4[CH2:16][NH:17][CH2:18][CH2:19][C:20]=4[C:11]=3[CH:10]=[N:9]2)=[CH:28][CH:29]=1. (2) Given the reactants Cl.[N:2]1[N:6]2[CH:7]=[CH:8][N:9]=[CH:10][C:5]2=[C:4]([C:11](=[NH:13])[NH2:12])[CH:3]=1.CN(C)/[CH:16]=[C:17](\[N+:23]([O-:25])=[O:24])/[C:18](OCC)=[O:19].C(N(CC)CC)C, predict the reaction product. The product is: [N+:23]([C:17]1[C:18]([OH:19])=[N:13][C:11]([C:4]2[CH:3]=[N:2][N:6]3[CH:7]=[CH:8][N:9]=[CH:10][C:5]=23)=[N:12][CH:16]=1)([O-:25])=[O:24]. (3) Given the reactants C(OC([N:8]1[CH2:11][CH2:10][C@H:9]1[CH2:12][NH:13][C:14]([C:16]1[CH:17]=[CH:18][CH:19]=[C:20]2[O:24][CH:23]=[CH:22][C:21]=12)=[O:15])=O)(C)(C)C.[ClH:25], predict the reaction product. The product is: [ClH:25].[NH:8]1[CH2:11][CH2:10][C@H:9]1[CH2:12][NH:13][C:14]([C:16]1[CH:17]=[CH:18][CH:19]=[C:20]2[O:24][CH:23]=[CH:22][C:21]=12)=[O:15].